Dataset: TCR-epitope binding with 47,182 pairs between 192 epitopes and 23,139 TCRs. Task: Binary Classification. Given a T-cell receptor sequence (or CDR3 region) and an epitope sequence, predict whether binding occurs between them. The epitope is SLVKPSFYV. The TCR CDR3 sequence is CASSQVLFSEENTEAFF. Result: 0 (the TCR does not bind to the epitope).